From a dataset of Reaction yield outcomes from USPTO patents with 853,638 reactions. Predict the reaction yield, written as a fraction of the theoretical maximum amount of product (1.0 means a 100% yield; for example, 0.34 means a 34% yield). (1) The reactants are [NH2:1][C@H:2]([C:18]1[NH:22][C:21]2[CH:23]=[CH:24][CH:25]=[CH:26][C:20]=2[N:19]=1)[CH2:3][CH2:4][CH2:5][CH2:6][NH:7][C:8](=[O:17])[O:9][CH2:10][C:11]1[CH:16]=[CH:15][CH:14]=[CH:13][CH:12]=1.[F:27][C:28]1[CH:36]=[CH:35][C:31]([C:32](Cl)=[O:33])=[CH:30][CH:29]=1.CCN(CC)CC. The catalyst is C1COCC1.[Cl-].[Na+].O. The product is [NH:22]1[C:21]2[CH:23]=[CH:24][CH:25]=[CH:26][C:20]=2[N:19]=[C:18]1[C@@H:2]([NH:1][C:32](=[O:33])[C:31]1[CH:35]=[CH:36][C:28]([F:27])=[CH:29][CH:30]=1)[CH2:3][CH2:4][CH2:5][CH2:6][NH:7][C:8](=[O:17])[O:9][CH2:10][C:11]1[CH:16]=[CH:15][CH:14]=[CH:13][CH:12]=1. The yield is 0.400. (2) The reactants are [C:1]([C:3]1[CH:8]=[CH:7][C:6]([C:9]2[C:14]3[O:15][C:16]4[CH:21]=[CH:20][CH:19]=[CH:18][C:17]=4[C:13]=3[CH:12]=[CH:11][CH:10]=2)=[CH:5][CH:4]=1)#[N:2].O.NN. The catalyst is C(O)(C)C.[Ni]. The product is [CH:12]1[C:13]2[C:17]3[CH:18]=[CH:19][CH:20]=[CH:21][C:16]=3[O:15][C:14]=2[C:9]([C:6]2[CH:5]=[CH:4][C:3]([CH2:1][NH2:2])=[CH:8][CH:7]=2)=[CH:10][CH:11]=1. The yield is 0.320. (3) The reactants are [CH2:1]([O:8][C:9]1[C:10]([N+:18]([O-:20])=[O:19])=[C:11]([CH:15]=[CH:16][CH:17]=1)[CH:12]=[N:13]O)[C:2]1[CH:7]=[CH:6][CH:5]=[CH:4][CH:3]=1.S(Cl)(Cl)=O. The catalyst is CN(C)C=O. The product is [CH2:1]([O:8][C:9]1[C:10]([N+:18]([O-:20])=[O:19])=[C:11]([CH:15]=[CH:16][CH:17]=1)[C:12]#[N:13])[C:2]1[CH:3]=[CH:4][CH:5]=[CH:6][CH:7]=1. The yield is 0.930. (4) The reactants are Br[C:2]1[S:6][C:5]([CH:7]=[O:8])=[CH:4][CH:3]=1.[F:9][C:10]([F:18])([F:17])[CH2:11][CH2:12][B-](F)(F)F. No catalyst specified. The product is [F:9][C:10]([F:18])([F:17])[CH2:11][CH2:12][C:2]1[S:6][C:5]([CH:7]=[O:8])=[CH:4][CH:3]=1. The yield is 0.900. (5) The reactants are [CH2:1]([O:8][C:9]1[CH:21]=[C:20]2[C:12]([C:13]3[CH:14]=[CH:15][C:16]([NH2:22])=[CH:17][C:18]=3[NH:19]2)=[CH:11][CH:10]=1)[C:2]1[CH:7]=[CH:6][CH:5]=[CH:4][CH:3]=1.[CH2:23]=O.C[O-].[Na+].[BH4-].[Na+]. The catalyst is CO. The product is [CH2:1]([O:8][C:9]1[CH:21]=[C:20]2[C:12]([C:13]3[CH:14]=[CH:15][C:16]([NH:22][CH3:23])=[CH:17][C:18]=3[NH:19]2)=[CH:11][CH:10]=1)[C:2]1[CH:3]=[CH:4][CH:5]=[CH:6][CH:7]=1. The yield is 0.820. (6) The reactants are [CH3:1][C:2]1([CH3:24])[C:6]([C:7]2[CH:12]=[C:11]([CH2:13][OH:14])[CH:10]=[CH:9][C:8]=2[C:15]2[CH:20]=[C:19]([O:21][CH3:22])[CH:18]=[CH:17][C:16]=2[F:23])=[CH:5][CH2:4][CH2:3]1.[H-].[Na+].[Br:27][C:28]1[CH:33]=[CH:32][N:31]=[C:30](F)[CH:29]=1. The catalyst is CN(C=O)C.O. The product is [Br:27][C:28]1[CH:33]=[CH:32][N:31]=[C:30]([O:14][CH2:13][C:11]2[CH:10]=[CH:9][C:8]([C:15]3[CH:20]=[C:19]([O:21][CH3:22])[CH:18]=[CH:17][C:16]=3[F:23])=[C:7]([C:6]3[C:2]([CH3:24])([CH3:1])[CH2:3][CH2:4][CH:5]=3)[CH:12]=2)[CH:29]=1. The yield is 0.760. (7) The reactants are [F:1][C:2]1[C:3](Cl)=[N:4][C:5]([Cl:8])=[N:6][CH:7]=1.[CH:10]1(B(O)O)[CH2:12][CH2:11]1.[O-]P([O-])([O-])=O.[K+].[K+].[K+]. The catalyst is C1C=CC(P(C2C=CC=CC=2)[C-]2C=CC=C2)=CC=1.C1C=CC(P(C2C=CC=CC=2)[C-]2C=CC=C2)=CC=1.Cl[Pd]Cl.[Fe+2].ClCCl. The product is [Cl:8][C:5]1[N:4]=[C:3]([CH:10]2[CH2:12][CH2:11]2)[C:2]([F:1])=[CH:7][N:6]=1. The yield is 0.790.